Dataset: Experimentally validated miRNA-target interactions with 360,000+ pairs, plus equal number of negative samples. Task: Binary Classification. Given a miRNA mature sequence and a target amino acid sequence, predict their likelihood of interaction. (1) The miRNA is hsa-miR-130b-3p with sequence CAGUGCAAUGAUGAAAGGGCAU. The protein sequence of the target gene is MALKRINKELSDLARDPPAQCSAGPVGDDMFHWQATIMGPNDSPYQGGVFFLTIHFPTDYPFKPPKVAFTTRIYHPNINSNGSICLDILRSQWSPALTISKVLLSICSLLCDPNPDDPLVPEIARIYKTDRDKYNRISREWTQKYAM. Result: 1 (interaction). (2) The miRNA is hsa-miR-522-3p with sequence AAAAUGGUUCCCUUUAGAGUGU. The protein sequence of the target gene is MAAPPQPVTHLIFDMDGLLLDTERLYSVVFQEICNRYDKKYSWDVKSLVMGKKALEAAQIIIDVLQLPMSKEELVEESQTKLKEVFPTAALMPGAEKLIIHLRKHGIPFALATSSGSASFDMKTSRHKEFFSLFSHIVLGDDPEVQHGKPDPDIFLACAKRFSPPPAMEKCLVFEDAPNGVEAALAAGMQVVMVPDGNLSRDLTTKATLVLNSLQDFQPELFGLPSYE. Result: 0 (no interaction). (3) The miRNA is mmu-miR-1932 with sequence GUUGCGGACAGCGCUAGGUCGG. The protein sequence of the target gene is MDPKYFILILFCGHLNNTFFSKTETITTEKQSQPTLFTSSMSQVLANSQNTTGNPLGQPTQFSDTFSGQSISPAKVTAGQPTPAVYTSSEKPEAHTSAGQPLAYNTKQPTPIANTSSQQAVFTSARQLPSARTSTTQPPKSFVYTFTQQSSSVQIPSRKQITVHNPSTQPTSTVKNSPRSTPGFILDTTSNKQTPQKNNYNSIAAILIGVLLTSMLVAIIIIVLWKCLRKPVLNDQNWAGRSPFADGETPDICMDNIRENEISTKRTSIISLTPWKPSKSTLLADDLEIKLFESSENIED.... Result: 0 (no interaction). (4) The miRNA is hsa-miR-580-3p with sequence UUGAGAAUGAUGAAUCAUUAGG. The protein sequence of the target gene is MEAEETMECLQEFPEHHKMILDRLNEQREQDRFTDITLIVDGHHFKAHKAVLAACSKFFYKFFQEFTQEPLVEIEGVSKMAFRHLIEFTYTAKLMIQGEEEANDVWKAAEFLQMLEAIKALEVRNKENSAPLEENTTGKNEAKKRKIAETSNVITESLPSAESEPVEIEVEIAEGTIEVEDEGIETLEEVASAKQSVKYIQSTGSSDDSALALLADITSKYRQGDRKGQIKEDGCPSDPTSKQVEGIEIVELQLSHVKDLFHCEKCNRSFKLFYHFKEHMKSHSTESFKCEICNKRYLRE.... Result: 1 (interaction).